From a dataset of Reaction yield outcomes from USPTO patents with 853,638 reactions. Predict the reaction yield, written as a fraction of the theoretical maximum amount of product (1.0 means a 100% yield; for example, 0.34 means a 34% yield). (1) The yield is 0.710. The product is [CH3:12][C:13]1[CH:18]=[C:17]([C:2]2[S:6][C:5]([CH2:7][S:8]([NH2:11])(=[O:10])=[O:9])=[N:4][CH:3]=2)[CH:16]=[C:15]([NH:28][C:29]2[N:34]=[C:33]([C:35]([F:38])([F:36])[F:37])[CH:32]=[CH:31][N:30]=2)[CH:14]=1. The catalyst is O.C1C=CC(P(C2C=CC=CC=2)[C-]2C=CC=C2)=CC=1.C1C=CC(P(C2C=CC=CC=2)[C-]2C=CC=C2)=CC=1.Cl[Pd]Cl.[Fe+2].O1CCOCC1. The reactants are Br[C:2]1[S:6][C:5]([CH2:7][S:8]([NH2:11])(=[O:10])=[O:9])=[N:4][CH:3]=1.[CH3:12][C:13]1[CH:14]=[C:15]([NH:28][C:29]2[N:34]=[C:33]([C:35]([F:38])([F:37])[F:36])[CH:32]=[CH:31][N:30]=2)[CH:16]=[C:17](B2OC(C)(C)C(C)(C)O2)[CH:18]=1.C(Cl)Cl.C([O-])([O-])=O.[Na+].[Na+]. (2) The reactants are C(OC([N:8]1[CH2:12][CH2:11][CH:10]([O:13][C:14](=[O:16])[CH3:15])[CH:9]1[CH2:17][C:18]1[C:26]2[C:21](=[CH:22][C:23]([F:27])=[CH:24][CH:25]=2)[NH:20][C:19]=1[Cl:28])=O)(C)(C)C.C(O)(C(F)(F)F)=O. The catalyst is C(Cl)Cl. The product is [Cl:28][C:19]1[NH:20][C:21]2[C:26]([C:18]=1[CH2:17][CH:9]1[CH:10]([O:13][C:14](=[O:16])[CH3:15])[CH2:11][CH2:12][NH:8]1)=[CH:25][CH:24]=[C:23]([F:27])[CH:22]=2. The yield is 0.990.